This data is from Catalyst prediction with 721,799 reactions and 888 catalyst types from USPTO. The task is: Predict which catalyst facilitates the given reaction. (1) Reactant: [N+:1]([C:4]1[CH:8]=[N:7][NH:6][N:5]=1)([O-:3])=[O:2].[CH2:9]1COCC1.[H-].[Na+].CI. Product: [CH3:9][N:5]1[C:4]([N+:1]([O-:3])=[O:2])=[CH:8][N:7]=[N:6]1.[CH3:9][N:7]1[CH:8]=[C:4]([N+:1]([O-:3])=[O:2])[N:5]=[N:6]1. The catalyst class is: 21. (2) Reactant: [C:1]1([C:7]2[CH:15]=[CH:14][C:10]([C:11]([OH:13])=O)=[CH:9][N:8]=2)[CH:6]=[CH:5][CH:4]=[CH:3][CH:2]=1.Cl.CN(C)CCCN=C=NCC.O.ON1C2C=CC=CC=2N=N1.[NH2:39][C:40]1[CH:49]=[C:48]2[C:43]([CH2:44][CH2:45][CH2:46][N:47]2[CH3:50])=[CH:42][CH:41]=1. Product: [CH3:50][N:47]1[C:48]2[C:43](=[CH:42][CH:41]=[C:40]([NH:39][C:11](=[O:13])[C:10]3[CH:14]=[CH:15][C:7]([C:1]4[CH:2]=[CH:3][CH:4]=[CH:5][CH:6]=4)=[N:8][CH:9]=3)[CH:49]=2)[CH2:44][CH2:45][CH2:46]1. The catalyst class is: 2. (3) The catalyst class is: 15. Product: [CH3:15][C:13]1([CH3:16])[O:12][C@@H:10]2[C@@H:9]([C@@H:8]([O:17][CH2:18][C:19]3[CH:24]=[CH:23][CH:22]=[CH:21][CH:20]=3)[C@@H:7]([C@H:5]([OH:6])[CH2:4][OH:3])[O:11]2)[O:14]1. Reactant: CC1(C)[O:6][CH:5]([CH:7]2[O:11][CH:10]3[O:12][C:13]([CH3:16])([CH3:15])[O:14][CH:9]3[CH:8]2[O:17][CH2:18][C:19]2[CH:24]=[CH:23][CH:22]=[CH:21][CH:20]=2)[CH2:4][O:3]1. (4) Reactant: [Si]([O:8][C@H:9]1[C@H:14]([NH:15][C:16](=[O:19])[O:17][CH3:18])[CH2:13][CH2:12][N:11]([C:20]2[CH:25]=[C:24]([C:26]#[N:27])[CH:23]=[C:22]([NH:28][C:29]3[N:34]=[C:33]([N:35](CC)[CH2:36][C:37]4C=CC(OC)=CC=4)[C:32]4=[N:47][CH:48]=[C:49]([C:50]#[N:51])[N:31]4[N:30]=3)[C:21]=2[Cl:52])[CH2:10]1)(C(C)(C)C)(C)C.CCCC[N+](CCCC)(CCCC)CCCC.[F-]. Product: [Cl:52][C:21]1[C:22]([NH:28][C:29]2[N:34]=[C:33]([NH:35][CH2:36][CH3:37])[C:32]3=[N:47][CH:48]=[C:49]([C:50]#[N:51])[N:31]3[N:30]=2)=[CH:23][C:24]([C:26]#[N:27])=[CH:25][C:20]=1[N:11]1[CH2:12][CH2:13][C@@H:14]([NH:15][C:16](=[O:19])[O:17][CH3:18])[C@H:9]([OH:8])[CH2:10]1. The catalyst class is: 7. (5) Reactant: [F:1][C:2]1[CH:7]=[CH:6][C:5]([O:8][CH3:9])=[CH:4][C:3]=1[C:10]1[C:18]2[C:13](=[CH:14][N:15]=[C:16]([C:19]3[CH:20]=[N:21][N:22]([CH3:24])[CH:23]=3)[CH:17]=2)[N:12](C2CCCCO2)[N:11]=1.Cl. Product: [F:1][C:2]1[CH:7]=[CH:6][C:5]([O:8][CH3:9])=[CH:4][C:3]=1[C:10]1[C:18]2[C:13](=[CH:14][N:15]=[C:16]([C:19]3[CH:20]=[N:21][N:22]([CH3:24])[CH:23]=3)[CH:17]=2)[NH:12][N:11]=1. The catalyst class is: 24. (6) Reactant: [CH3:1][C:2]([O:5][C:6]([N:8]1[CH2:13][CH2:12][CH:11]([NH:14][C:15]2[C:20]([C:21]([OH:23])=O)=[CH:19][N:18]=[C:17]3[N:24]([CH2:27][CH3:28])[N:25]=[CH:26][C:16]=23)[CH2:10][CH2:9]1)=[O:7])([CH3:4])[CH3:3].C1C=CC2N(O)N=NC=2C=1.CCN(C(C)C)C(C)C.[CH3:48][C:49]1[CH:54]=[CH:53][C:52]([C@H:55]([NH2:57])[CH3:56])=[CH:51][CH:50]=1. The catalyst class is: 607. Product: [CH2:27]([N:24]1[C:17]2=[N:18][CH:19]=[C:20]([C:21]([NH:57][C@@H:55]([C:52]3[CH:53]=[CH:54][C:49]([CH3:48])=[CH:50][CH:51]=3)[CH3:56])=[O:23])[C:15]([NH:14][CH:11]3[CH2:12][CH2:13][N:8]([C:6]([O:5][C:2]([CH3:3])([CH3:1])[CH3:4])=[O:7])[CH2:9][CH2:10]3)=[C:16]2[CH:26]=[N:25]1)[CH3:28]. (7) Reactant: [N+:1]([O-:4])([O-])=[O:2].[K+].[Cl:6][C:7]1[C:8]([O:21][C:22]2[CH:23]=[N:24][CH:25]=[CH:26][CH:27]=2)=[C:9]([CH:11]=[CH:12][C:13]=1[O:14][C:15]1[CH:16]=[N:17][CH:18]=[CH:19][CH:20]=1)[NH2:10]. Product: [Cl:6][C:7]1[C:8]([O:21][C:22]2[CH:23]=[N:24][CH:25]=[CH:26][CH:27]=2)=[C:9]([C:11]([N+:1]([O-:4])=[O:2])=[CH:12][C:13]=1[O:14][C:15]1[CH:16]=[N:17][CH:18]=[CH:19][CH:20]=1)[NH2:10]. The catalyst class is: 55.